This data is from Forward reaction prediction with 1.9M reactions from USPTO patents (1976-2016). The task is: Predict the product of the given reaction. (1) Given the reactants C[O:2][C:3]([C:5]1[C:10]([CH:11]2[CH2:16][CH2:15][N:14]([C:17]([O:19][C:20]([CH3:23])([CH3:22])[CH3:21])=[O:18])[CH2:13][CH2:12]2)=[CH:9][CH:8]=[CH:7][N:6]=1)=O.[BH4-].[Na+].CO, predict the reaction product. The product is: [C:20]([O:19][C:17]([N:14]1[CH2:15][CH2:16][CH:11]([C:10]2[C:5]([CH2:3][OH:2])=[N:6][CH:7]=[CH:8][CH:9]=2)[CH2:12][CH2:13]1)=[O:18])([CH3:23])([CH3:21])[CH3:22]. (2) The product is: [O:1]=[C:2]1[CH2:6][CH2:5][CH2:4][N:3]1[CH2:7][CH2:8][CH2:9][NH:10][C:11]([C:13]1[CH:14]=[CH:15][C:16]([N:28]2[CH2:33][CH2:32][N:31]([C:34]3[CH:39]=[CH:38][CH:37]=[CH:36][C:35]=3[CH3:40])[CH2:30][CH2:29]2)=[C:17]([NH:19][C:20]([C:22]2[O:23][C:24]([C:50]#[CH:51])=[CH:25][CH:26]=2)=[O:21])[CH:18]=1)=[O:12]. Given the reactants [O:1]=[C:2]1[CH2:6][CH2:5][CH2:4][N:3]1[CH2:7][CH2:8][CH2:9][NH:10][C:11]([C:13]1[CH:14]=[CH:15][C:16]([N:28]2[CH2:33][CH2:32][N:31]([C:34]3[CH:39]=[CH:38][CH:37]=[CH:36][C:35]=3[CH3:40])[CH2:30][CH2:29]2)=[C:17]([NH:19][C:20]([C:22]2[O:23][C:24](Br)=[CH:25][CH:26]=2)=[O:21])[CH:18]=1)=[O:12].C([O-])([O-])=O.[K+].[K+].OO.O.[CH3:50][C:51](N(C)C)=O, predict the reaction product. (3) Given the reactants [CH3:1][C:2]1[CH:7]=[CH:6][C:5]([CH3:8])=[CH:4][C:3]=1[S:9]CCCCCC(O)=O.Br[CH2:19][CH2:20][CH2:21][C:22]([O:24]CC)=[O:23].CC1C=CC(C)=CC=1S.[OH-].[K+], predict the reaction product. The product is: [CH3:1][C:2]1[CH:7]=[CH:6][C:5]([CH3:8])=[CH:4][C:3]=1[S:9][CH2:19][CH2:20][CH2:21][C:22]([OH:24])=[O:23]. (4) Given the reactants [Cl:1][C:2]1[N:3]([C@@H:13]2[O:19][C@H:18]([CH2:20][O:21]C(=O)C)[C@@H:16]([OH:17])[C@H:14]2[OH:15])[C:4]2[C:9]([CH:10]=1)=[CH:8][C:7]([Cl:11])=[C:6]([Cl:12])[CH:5]=2.[C:25](Cl)(=[O:28])[CH2:26][CH3:27], predict the reaction product. The product is: [Cl:1][C:2]1[N:3]([C@@H:13]2[O:19][C@H:18]([CH2:20][OH:21])[C@@H:16]([OH:17])[C@H:14]2[OH:15])[C:4]2[C:9]([C:10]=1[C:25](=[O:28])[CH2:26][CH3:27])=[CH:8][C:7]([Cl:11])=[C:6]([Cl:12])[CH:5]=2. (5) The product is: [N:41]1([C:16]2[CH:21]=[CH:20][C:19]([CH:22]3[CH2:27][CH2:26][CH2:25][CH:24]([NH:28][C@@H:29]([C:31]4[C:40]5[C:35](=[CH:36][CH:37]=[CH:38][CH:39]=5)[CH:34]=[CH:33][CH:32]=4)[CH3:30])[CH2:23]3)=[CH:18][CH:17]=2)[CH:45]=[CH:44][N:43]=[CH:42]1. Given the reactants IC1C=CC(C2CCCC(=O)C2)=CC=1.I[C:16]1[CH:21]=[CH:20][C:19]([CH:22]2[CH2:27][CH2:26][CH2:25][CH:24]([NH:28][CH:29]([C:31]3[C:40]4[C:35](=[CH:36][CH:37]=[CH:38][CH:39]=4)[CH:34]=[CH:33][CH:32]=3)[CH3:30])[CH2:23]2)=[CH:18][CH:17]=1.[NH:41]1[CH:45]=[CH:44][N:43]=[CH:42]1.NCC(O)=O.[O-]P([O-])([O-])=O.[K+].[K+].[K+], predict the reaction product. (6) Given the reactants [C:1]1([C:28]2[CH:33]=[CH:32][CH:31]=[CH:30][CH:29]=2)[CH:6]=[CH:5][C:4]([NH:7][C:8](=[O:27])[C:9]2[CH:14]=[CH:13][C:12]([S:15][CH3:16])=[C:11]([NH:17][C:18](=[O:26])[CH2:19][N:20]3[CH2:25][CH2:24][O:23][CH2:22][CH2:21]3)[CH:10]=2)=[CH:3][CH:2]=1.CO.O.I([O-])(=O)(=O)=[O:38].[Na+], predict the reaction product. The product is: [C:1]1([C:28]2[CH:29]=[CH:30][CH:31]=[CH:32][CH:33]=2)[CH:2]=[CH:3][C:4]([NH:7][C:8](=[O:27])[C:9]2[CH:14]=[CH:13][C:12]([S:15]([CH3:16])=[O:38])=[C:11]([NH:17][C:18](=[O:26])[CH2:19][N:20]3[CH2:25][CH2:24][O:23][CH2:22][CH2:21]3)[CH:10]=2)=[CH:5][CH:6]=1. (7) Given the reactants C([O:5][C:6](=[O:39])[CH2:7][N:8]1[C:16]2[C:11](=[CH:12][C:13]([F:17])=[CH:14][CH:15]=2)[C:10]([C:18]2[C:23]3[CH:24]=[CH:25][CH:26]=[CH:27][C:22]=3[S:21](=[O:29])(=[O:28])[N:20]([CH2:30][C:31]3[CH:36]=[CH:35][C:34]([Cl:37])=[CH:33][CH:32]=3)[N:19]=2)=[C:9]1[CH3:38])(C)(C)C.C(O)(C(F)(F)F)=O, predict the reaction product. The product is: [Cl:37][C:34]1[CH:35]=[CH:36][C:31]([CH2:30][N:20]2[N:19]=[C:18]([C:10]3[C:11]4[C:16](=[CH:15][CH:14]=[C:13]([F:17])[CH:12]=4)[N:8]([CH2:7][C:6]([OH:39])=[O:5])[C:9]=3[CH3:38])[C:23]3[CH:24]=[CH:25][CH:26]=[CH:27][C:22]=3[S:21]2(=[O:28])=[O:29])=[CH:32][CH:33]=1. (8) Given the reactants [Cl:1][C:2]1[C:3]2[S:10][CH:9]=[CH:8][C:4]=2[N:5]=[CH:6][N:7]=1.ClC1C=CN=C2C=C([CH:21]=[O:22])SC=12, predict the reaction product. The product is: [Cl:1][C:2]1[C:3]2[S:10][C:9]([CH:21]=[O:22])=[CH:8][C:4]=2[N:5]=[CH:6][N:7]=1. (9) The product is: [NH2:1][C:2]1[C:10]2[C:9]([C:11]3[CH:16]=[CH:15][CH:14]=[C:13]([NH:17][CH2:32][CH2:31][C:25]4[CH:30]=[CH:29][CH:28]=[CH:27][CH:26]=4)[CH:12]=3)=[N:8][C:7]([NH:18][CH:19]3[CH2:20][CH2:21]3)=[N:6][C:5]=2[S:4][C:3]=1[C:22]([NH2:24])=[O:23]. Given the reactants [NH2:1][C:2]1[C:10]2[C:9]([C:11]3[CH:16]=[CH:15][CH:14]=[C:13]([NH2:17])[CH:12]=3)=[N:8][C:7]([NH:18][CH:19]3[CH2:21][CH2:20]3)=[N:6][C:5]=2[S:4][C:3]=1[C:22]([NH2:24])=[O:23].[C:25]1([CH2:31][CH:32]=O)[CH:30]=[CH:29][CH:28]=[CH:27][CH:26]=1.C(O[BH-](OC(=O)C)OC(=O)C)(=O)C.[Na+].C([O-])(O)=O.[Na+], predict the reaction product.